Dataset: Full USPTO retrosynthesis dataset with 1.9M reactions from patents (1976-2016). Task: Predict the reactants needed to synthesize the given product. (1) Given the product [O:8]1[CH2:13][CH2:12][N:11]([CH2:14][CH2:15][CH2:16][O:17][C:18]2[CH:19]=[C:20]([NH:24][C:25]([NH:1][C:2]3[CH:3]=[N:4][CH:5]=[CH:6][CH:7]=3)=[O:26])[CH:21]=[CH:22][CH:23]=2)[CH2:10][CH2:9]1, predict the reactants needed to synthesize it. The reactants are: [NH2:1][C:2]1[CH:3]=[N:4][CH:5]=[CH:6][CH:7]=1.[O:8]1[CH2:13][CH2:12][N:11]([CH2:14][CH2:15][CH2:16][O:17][C:18]2[CH:19]=[C:20]([NH:24][C:25](=O)[O:26]C3C=CC([N+]([O-])=O)=CC=3)[CH:21]=[CH:22][CH:23]=2)[CH2:10][CH2:9]1. (2) The reactants are: [Cl:1][C:2]1[CH:3]=[CH:4][CH:5]=[C:6]2[C:10]=1[NH:9][N:8]=[C:7]2[C:11]1[CH:16]=[CH:15][C:14]([O:17][CH3:18])=[CH:13][C:12]=1[CH3:19].[H-].[Na+].I[CH:23]([CH3:25])[CH3:24]. Given the product [Cl:1][C:2]1[CH:3]=[CH:4][CH:5]=[C:6]2[C:10]=1[N:9]([CH:23]([CH3:25])[CH3:24])[N:8]=[C:7]2[C:11]1[CH:16]=[CH:15][C:14]([O:17][CH3:18])=[CH:13][C:12]=1[CH3:19], predict the reactants needed to synthesize it. (3) Given the product [Cl:1][C:2]1[CH:3]=[CH:4][C:5]([CH3:9])=[C:6]([NH:8][C:17](=[O:19])[CH3:18])[CH:7]=1, predict the reactants needed to synthesize it. The reactants are: [Cl:1][C:2]1[CH:3]=[CH:4][C:5]([CH3:9])=[C:6]([NH2:8])[CH:7]=1.C(N(CC)CC)C.[C:17](OC(=O)C)(=[O:19])[CH3:18].